This data is from Full USPTO retrosynthesis dataset with 1.9M reactions from patents (1976-2016). The task is: Predict the reactants needed to synthesize the given product. (1) Given the product [F:36][C:30]1[CH:31]=[CH:32][C:33]([CH3:35])=[CH:34][C:29]=1[NH:28][C:26]([NH:25][C:22]1[CH:23]=[CH:24][C:19]([O:18][C:16]2[CH:15]=[CH:14][N:13]=[C:12]([C:10]3[NH:9][CH:8]=[C:7]([C:5]([NH:4][CH2:3][CH2:2][NH:1][CH2:47][C:48]([O:50][CH3:51])=[O:49])=[O:6])[CH:11]=3)[CH:17]=2)=[CH:20][CH:21]=1)=[O:27], predict the reactants needed to synthesize it. The reactants are: [NH2:1][CH2:2][CH2:3][NH:4][C:5]([C:7]1[CH:11]=[C:10]([C:12]2[CH:17]=[C:16]([O:18][C:19]3[CH:24]=[CH:23][C:22]([NH:25][C:26]([NH:28][C:29]4[CH:34]=[C:33]([CH3:35])[CH:32]=[CH:31][C:30]=4[F:36])=[O:27])=[CH:21][CH:20]=3)[CH:15]=[CH:14][N:13]=2)[NH:9][CH:8]=1)=[O:6].C(N(CC)C(C)C)(C)C.Br[CH2:47][C:48]([O:50][CH3:51])=[O:49].O. (2) Given the product [N:8]1[C:9]2[C:4](=[C:3]([NH:1][NH:2][C:21]([C:23]34[CH2:32][CH:27]5[CH2:26][CH:25]([CH2:31][CH:29]([CH2:28]5)[CH2:30]3)[CH2:24]4)=[O:22])[CH:12]=[CH:11][CH:10]=2)[CH:5]=[CH:6][CH:7]=1, predict the reactants needed to synthesize it. The reactants are: [NH:1]([C:3]1[CH:12]=[CH:11][CH:10]=[C:9]2[C:4]=1[CH:5]=[CH:6][CH:7]=[N:8]2)[NH2:2].C(N(CC)CC)C.Cl[C:21]([C:23]12[CH2:32][CH:27]3[CH2:28][CH:29]([CH2:31][CH:25]([CH2:26]3)[CH2:24]1)[CH2:30]2)=[O:22]. (3) The reactants are: [Br:1][C:2]1[CH:3]=[C:4]2[C:9](=[CH:10][CH:11]=1)[N:8](CC1C=CC(OC)=CC=1)[C:7](=[O:21])[N:6]([CH3:22])[C:5]2([CH2:27][NH:28][C:29](=[O:37])[C:30]1[CH:35]=[CH:34][C:33]([F:36])=[CH:32][CH:31]=1)[C:23]([F:26])([F:25])[F:24].[N+]([O-])([O-])=O.[NH4+].[Ce].C(Cl)(Cl)Cl. Given the product [Br:1][C:2]1[CH:3]=[C:4]2[C:9](=[CH:10][CH:11]=1)[NH:8][C:7](=[O:21])[N:6]([CH3:22])[C:5]2([CH2:27][NH:28][C:29](=[O:37])[C:30]1[CH:31]=[CH:32][C:33]([F:36])=[CH:34][CH:35]=1)[C:23]([F:25])([F:26])[F:24], predict the reactants needed to synthesize it. (4) Given the product [OH:42][C:39]([CH3:41])([CH3:40])[CH2:38][C:34]1[CH:33]=[C:32]([CH:37]=[CH:36][CH:35]=1)[CH2:31][N:21]1[CH:22]=[C:17]([C:15]2[O:14][N:13]=[C:12]([C:9]3[CH:10]=[CH:11][C:6]([C:3]([CH3:5])([CH3:4])[C:2]([F:1])([F:24])[F:25])=[CH:7][CH:8]=3)[N:16]=2)[CH:18]=[CH:19][C:20]1=[O:23], predict the reactants needed to synthesize it. The reactants are: [F:1][C:2]([F:25])([F:24])[C:3]([C:6]1[CH:11]=[CH:10][C:9]([C:12]2[N:16]=[C:15]([C:17]3[CH:18]=[CH:19][C:20](=[O:23])[NH:21][CH:22]=3)[O:14][N:13]=2)=[CH:8][CH:7]=1)([CH3:5])[CH3:4].CS(O[CH2:31][C:32]1[CH:37]=[CH:36][CH:35]=[C:34]([CH2:38][C:39]([OH:42])([CH3:41])[CH3:40])[CH:33]=1)(=O)=O. (5) Given the product [C:11]([O:6][CH2:5][CH:4]([N:1]=[N+:2]=[N-:3])[CH2:7][OH:8])(=[O:10])[C:16]1[CH:21]=[CH:20][CH:19]=[CH:18][CH:17]=1, predict the reactants needed to synthesize it. The reactants are: [N:1]([CH:4]([CH2:7][OH:8])[CH2:5][OH:6])=[N+:2]=[N-:3].C[O:10][C:11]([C:16]1[CH:21]=[CH:20][CH:19]=[CH:18][CH:17]=1)(OC)OC.O. (6) Given the product [CH3:11][O:10][C:4]1[CH:3]=[C:2]([P:14](=[O:31])([C:23]2[CH:28]=[C:27]([CH3:29])[CH:26]=[C:25]([CH3:30])[CH:24]=2)[C:15]2[CH:20]=[C:19]([CH3:21])[CH:18]=[C:17]([CH3:22])[CH:16]=2)[CH:7]=[C:6]([O:8][CH3:9])[CH:5]=1, predict the reactants needed to synthesize it. The reactants are: Br[C:2]1[CH:7]=[C:6]([O:8][CH3:9])[CH:5]=[C:4]([O:10][CH3:11])[CH:3]=1.[Mg].Cl[P:14]([C:23]1[CH:28]=[C:27]([CH3:29])[CH:26]=[C:25]([CH3:30])[CH:24]=1)[C:15]1[CH:20]=[C:19]([CH3:21])[CH:18]=[C:17]([CH3:22])[CH:16]=1.[OH:31]O.